This data is from Full USPTO retrosynthesis dataset with 1.9M reactions from patents (1976-2016). The task is: Predict the reactants needed to synthesize the given product. Given the product [CH3:5][C:2]([O:6][CH2:7][CH:8]1[CH2:12][CH:11]=[C:10]([CH3:13])[C:9]1([CH3:15])[CH3:14])([CH3:1])[CH:3]([OH:4])[CH3:16], predict the reactants needed to synthesize it. The reactants are: [CH3:1][C:2]([O:6][CH2:7][CH:8]1[CH2:12][CH:11]=[C:10]([CH3:13])[C:9]1([CH3:15])[CH3:14])([CH3:5])[CH:3]=[O:4].[CH3:16][Mg]Cl.C(O)(=O)CC(CC(O)=O)(C(O)=O)O.